From a dataset of Full USPTO retrosynthesis dataset with 1.9M reactions from patents (1976-2016). Predict the reactants needed to synthesize the given product. Given the product [CH:9]1[C:10]2[C:15](=[CH:14][CH:13]=[CH:12][CH:11]=2)[CH:16]=[CH:17][C:8]=1[C:4]1[CH:3]=[C:2]([B:33]([OH:34])[OH:32])[CH:7]=[CH:6][CH:5]=1, predict the reactants needed to synthesize it. The reactants are: Br[C:2]1[CH:3]=[C:4]([C:8]2[CH:17]=[CH:16][C:15]3[C:10](=[CH:11][CH:12]=[CH:13][CH:14]=3)[CH:9]=2)[CH:5]=[CH:6][CH:7]=1.CCCCCC.C([Li])CCC.C([O:32][B:33](OC(C)C)[O:34]C(C)C)(C)C.Cl.